Task: Predict the reaction yield, written as a fraction of the theoretical maximum amount of product (1.0 means a 100% yield; for example, 0.34 means a 34% yield).. Dataset: Reaction yield outcomes from USPTO patents with 853,638 reactions (1) The reactants are [F:1][C:2]([F:19])([F:18])[C:3]1[CH:12]=[C:11]([OH:13])[C:10]2[C:5](=[C:6]([C:14]([F:17])([F:16])[F:15])[CH:7]=[CH:8][CH:9]=2)[N:4]=1.Br[CH2:21][C:22]1[CH:27]=[CH:26][C:25]([B:28]2[O:32][C:31]([CH3:34])([CH3:33])[C:30]([CH3:36])([CH3:35])[O:29]2)=[CH:24][CH:23]=1.C([O-])([O-])=O.[K+].[K+].O. The catalyst is CN(C=O)C. The product is [CH3:33][C:31]1([CH3:34])[C:30]([CH3:35])([CH3:36])[O:29][B:28]([C:25]2[CH:24]=[CH:23][C:22]([CH2:21][O:13][C:11]3[C:10]4[C:5](=[C:6]([C:14]([F:15])([F:16])[F:17])[CH:7]=[CH:8][CH:9]=4)[N:4]=[C:3]([C:2]([F:18])([F:1])[F:19])[CH:12]=3)=[CH:27][CH:26]=2)[O:32]1. The yield is 0.730. (2) The reactants are [OH-].[Na+].[CH:3]1([C:7]2[C:12]([C:13]([O:15]C)=[O:14])=[CH:11][N:10]=[C:9]([NH:17][C@H:18]3[CH2:22][CH2:21][O:20][CH2:19]3)[N:8]=2)[CH2:6][CH2:5][CH2:4]1. The catalyst is CO. The product is [CH:3]1([C:7]2[C:12]([C:13]([OH:15])=[O:14])=[CH:11][N:10]=[C:9]([NH:17][C@H:18]3[CH2:22][CH2:21][O:20][CH2:19]3)[N:8]=2)[CH2:4][CH2:5][CH2:6]1. The yield is 0.640. (3) The reactants are [F:1][C:2]1[C:3]([CH3:27])=[C:4]([C:8]2[CH:17]=[C:16]3[C:11]([CH:12]=[C:13]([NH:18]C(=O)OC(C)(C)C)[N:14]=[CH:15]3)=[C:10]([CH3:26])[N:9]=2)[CH:5]=[N:6][CH:7]=1.FC(F)(F)C(O)=O. The catalyst is ClCCCl. The product is [F:1][C:2]1[C:3]([CH3:27])=[C:4]([C:8]2[CH:17]=[C:16]3[C:11]([CH:12]=[C:13]([NH2:18])[N:14]=[CH:15]3)=[C:10]([CH3:26])[N:9]=2)[CH:5]=[N:6][CH:7]=1. The yield is 0.990. (4) The reactants are [H-].[Na+].[C:3]([O:9][CH2:10][CH3:11])(=[O:8])[CH2:4][C:5]([O-:7])=[O:6].[Br:12][C:13]1[CH:14]=[C:15]([N+:20]([O-:22])=[O:21])[C:16](Cl)=[N:17][CH:18]=1.[CH3:23][C:24](O)=O. The catalyst is CN(C=O)C. The product is [CH2:10]([O:9][C:3](=[O:8])[CH:4]([C:16]1[C:15]([N+:20]([O-:22])=[O:21])=[CH:14][C:13]([Br:12])=[CH:18][N:17]=1)[C:5]([O:7][CH2:23][CH3:24])=[O:6])[CH3:11]. The yield is 0.990. (5) The reactants are [C:1]([N:5]1[C:10](=[O:11])[C:9]([Cl:12])=[C:8]([OH:13])[CH:7]=[N:6]1)([CH3:4])([CH3:3])[CH3:2].O[CH2:15][C:16]1[CH:21]=[CH:20][C:19]([CH2:22][CH2:23][CH:24]([OH:26])[CH3:25])=[CH:18][CH:17]=1.C1(P(C2C=CC=CC=2)C2C=CC=CC=2)C=CC=CC=1.N(C(OC(C)C)=O)=NC(OC(C)C)=O. The catalyst is C1COCC1.C(OCC)(=O)C. The product is [C:1]([N:5]1[C:10](=[O:11])[C:9]([Cl:12])=[C:8]([O:13][CH2:15][C:16]2[CH:21]=[CH:20][C:19]([CH2:22][CH2:23][CH:24]([OH:26])[CH3:25])=[CH:18][CH:17]=2)[CH:7]=[N:6]1)([CH3:4])([CH3:2])[CH3:3]. The yield is 0.480. (6) The reactants are C(=O)([O-])O.[Na+].FC(F)(F)S(O[C:12]1[CH2:13][CH2:14][N:15]([C:18]([O:20][C:21]([CH3:24])([CH3:23])[CH3:22])=[O:19])[CH2:16][CH:17]=1)(=O)=O.[C:27]([O:31][C:32]([NH:34][C:35]1[CH:40]=[CH:39][CH:38]=[CH:37][C:36]=1[NH:41][C:42](=[O:58])[C:43]1[CH:48]=[CH:47][C:46](B2OC(C)(C)C(C)(C)O2)=[CH:45][CH:44]=1)=[O:33])([CH3:30])([CH3:29])[CH3:28]. The catalyst is COCCOC.[Pd].C1(P(C2C=CC=CC=2)C2C=CC=CC=2)C=CC=CC=1.C1(P(C2C=CC=CC=2)C2C=CC=CC=2)C=CC=CC=1.C1(P(C2C=CC=CC=2)C2C=CC=CC=2)C=CC=CC=1.C1(P(C2C=CC=CC=2)C2C=CC=CC=2)C=CC=CC=1. The product is [C:27]([O:31][C:32]([NH:34][C:35]1[CH:40]=[CH:39][CH:38]=[CH:37][C:36]=1[NH:41][C:42]([C:43]1[CH:48]=[CH:47][C:46]([C:12]2[CH2:13][CH2:14][N:15]([C:18]([O:20][C:21]([CH3:24])([CH3:23])[CH3:22])=[O:19])[CH2:16][CH:17]=2)=[CH:45][CH:44]=1)=[O:58])=[O:33])([CH3:30])([CH3:28])[CH3:29]. The yield is 0.740. (7) The reactants are Cl.C(OC([N:9]1[CH:14]([C:15]2[NH:19][C:18]3[CH:20]=[C:21]([C:24]4[CH:29]=[CH:28][C:27]([C:30]5[CH:35]=[CH:34][C:33]([C:36]6[NH:37][C:38]([CH:41]7[CH2:47][C:44]8([CH2:46][CH2:45]8)[CH2:43][N:42]7[C:48](OC(C)(C)C)=[O:49])=[N:39][CH:40]=6)=[CH:32][CH:31]=5)=[CH:26][CH:25]=4)[CH:22]=[CH:23][C:17]=3[N:16]=2)[CH:13]2[CH2:55][CH:10]1[CH2:11][CH2:12]2)=O)(C)(C)C.[CH3:56][O:57][C:58]([NH:60][CH:61]([CH:65]([CH3:67])[CH3:66])[C:62]([OH:64])=O)=[O:59].[CH3:68]N1CCOCC1.CN(C(ON1N=NC2[CH:86]=[CH:87][CH:88]=[N:89]C1=2)=[N+](C)C)C.F[P-](F)(F)(F)(F)F.[C:99]([O:102][CH2:103]C)(=[O:101])C. The catalyst is O1CCOCC1.C(Cl)Cl. The product is [CH3:103][O:102][C:99](=[O:101])[NH:89][CH:88]([C:48]([N:42]1[CH:41]([C:38]2[NH:37][C:36]([C:33]3[CH:32]=[CH:31][C:30]([C:27]4[CH:26]=[CH:25][C:24]([C:21]5[CH:22]=[CH:23][C:17]6[N:16]=[C:15]([CH:14]7[CH:12]8[CH2:11][CH:10]([CH2:55][CH2:13]8)[N:9]7[C:62](=[O:64])[CH:61]([NH:60][C:58]([O:57][CH3:56])=[O:59])[CH:65]([CH3:67])[CH3:66])[NH:19][C:18]=6[CH:20]=5)=[CH:29][CH:28]=4)=[CH:35][CH:34]=3)=[CH:40][N:39]=2)[CH2:47][C:44]2([CH2:45][CH2:46]2)[CH2:43]1)=[O:49])[CH:87]([CH3:68])[CH3:86]. The yield is 0.530.